From a dataset of Reaction yield outcomes from USPTO patents with 853,638 reactions. Predict the reaction yield, written as a fraction of the theoretical maximum amount of product (1.0 means a 100% yield; for example, 0.34 means a 34% yield). (1) The reactants are [F:1][C:2]([F:19])([F:18])[CH2:3][O:4][CH2:5][CH2:6][O:7][C:8]1[N:13]=[CH:12][C:11]([C:14]([O:16]C)=[O:15])=[CH:10][CH:9]=1.[OH-].[Na+]. The catalyst is CO. The product is [F:19][C:2]([F:1])([F:18])[CH2:3][O:4][CH2:5][CH2:6][O:7][C:8]1[N:13]=[CH:12][C:11]([C:14]([OH:16])=[O:15])=[CH:10][CH:9]=1. The yield is 0.570. (2) The reactants are [ClH:1].[CH:2]1([C:8]2(O)[C:12]3[C:13]([CH3:33])=[C:14]([N:19]4[CH2:24][CH2:23][N:22]([C:25]5[CH:30]=[CH:29][C:28]([O:31][CH3:32])=[CH:27][CH:26]=5)[CH2:21][CH2:20]4)[C:15]([CH3:18])=[C:16]([CH3:17])[C:11]=3[O:10][C:9]2([CH3:35])[CH3:34])[CH2:7][CH2:6][CH2:5][CH2:4][CH2:3]1. The catalyst is C1COCC1.CO. The product is [ClH:1].[C:2]1(=[C:8]2[C:12]3[C:13]([CH3:33])=[C:14]([N:19]4[CH2:20][CH2:21][N:22]([C:25]5[CH:26]=[CH:27][C:28]([O:31][CH3:32])=[CH:29][CH:30]=5)[CH2:23][CH2:24]4)[C:15]([CH3:18])=[C:16]([CH3:17])[C:11]=3[O:10][C:9]2([CH3:35])[CH3:34])[CH2:7][CH2:6][CH2:5][CH2:4][CH2:3]1. The yield is 0.750. (3) The reactants are [NH:1]([C:3]1[NH:8][C:7](=[O:9])[C:6]([C:10]2[CH:15]=[CH:14][CH:13]=[CH:12][CH:11]=2)=[N:5][N:4]=1)[NH2:2].[CH3:16][O:17][C:18]1[CH:23]=[CH:22][C:21]([C:24]2([C:27](Cl)=O)[CH2:26][CH2:25]2)=[CH:20][CH:19]=1. The catalyst is N1C=CC=CC=1.CO. The product is [CH3:16][O:17][C:18]1[CH:23]=[CH:22][C:21]([C:24]2([C:27]3[N:4]4[N:5]=[C:6]([C:10]5[CH:15]=[CH:14][CH:13]=[CH:12][CH:11]=5)[C:7](=[O:9])[NH:8][C:3]4=[N:1][N:2]=3)[CH2:25][CH2:26]2)=[CH:20][CH:19]=1. The yield is 0.700. (4) The reactants are [I-].[Na+].C[Si](Cl)(C)C.[O:8]1CCO[CH:9]1[C:13]1[S:17][C:16]([CH:18]([C:20]2[S:21][C:22]([CH3:25])=[CH:23][CH:24]=2)O)=[CH:15][CH:14]=1.[OH-].[Na+].O.O.O.O.O.S([O-])([O-])(=O)=S.[Na+].[Na+]. The catalyst is C(#N)C.O.C(OCC)(=O)C. The product is [CH3:25][C:22]1[S:21][C:20]([CH2:18][C:16]2[S:17][C:13]([CH:9]=[O:8])=[CH:14][CH:15]=2)=[CH:24][CH:23]=1. The yield is 0.502. (5) The reactants are O[CH:2]=[C:3]1[C:11]2[C:6](=[CH:7][C:8]([C:12]([C:14]3[CH:19]=[CH:18][C:17]([NH:20][C:21]([C:23]4[N:24]([CH2:29][CH3:30])[N:25]=[C:26]([CH3:28])[CH:27]=4)=[O:22])=[CH:16][CH:15]=3)=[O:13])=[CH:9][CH:10]=2)[NH:5][C:4]1=[O:31].[NH2:32][C:33]1[CH:34]=[C:35]([OH:39])[CH:36]=[CH:37][CH:38]=1. The catalyst is C1COCC1. The product is [OH:39][C:35]1[CH:34]=[C:33]([NH:32][CH:2]=[C:3]2[C:11]3[C:6](=[CH:7][C:8]([C:12]([C:14]4[CH:15]=[CH:16][C:17]([NH:20][C:21]([C:23]5[N:24]([CH2:29][CH3:30])[N:25]=[C:26]([CH3:28])[CH:27]=5)=[O:22])=[CH:18][CH:19]=4)=[O:13])=[CH:9][CH:10]=3)[NH:5][C:4]2=[O:31])[CH:38]=[CH:37][CH:36]=1. The yield is 0.200. (6) The reactants are [NH2:1][CH2:2][CH2:3][C:4]1[N:5]([CH:28]([C:35]2[CH:40]=[CH:39][CH:38]=[CH:37][CH:36]=2)[C:29]2[CH:34]=[CH:33][CH:32]=[CH:31][CH:30]=2)[C:6]2[C:11]([C:12]=1[CH2:13][CH2:14][O:15][C:16]1[CH:25]=[CH:24][C:19]([C:20]([O:22]C)=[O:21])=[C:18]([F:26])[CH:17]=1)=[CH:10][C:9]([Cl:27])=[CH:8][CH:7]=2.[Cl:41][C:42]1[CH:47]=[CH:46][CH:45]=[CH:44][C:43]=1[S:48](Cl)(=[O:50])=[O:49]. No catalyst specified. The product is [CH:28]([N:5]1[C:6]2[C:11](=[CH:10][C:9]([Cl:27])=[CH:8][CH:7]=2)[C:12]([CH2:13][CH2:14][O:15][C:16]2[CH:25]=[CH:24][C:19]([C:20]([OH:22])=[O:21])=[C:18]([F:26])[CH:17]=2)=[C:4]1[CH2:3][CH2:2][NH:1][S:48]([C:43]1[CH:44]=[CH:45][CH:46]=[CH:47][C:42]=1[Cl:41])(=[O:50])=[O:49])([C:35]1[CH:40]=[CH:39][CH:38]=[CH:37][CH:36]=1)[C:29]1[CH:30]=[CH:31][CH:32]=[CH:33][CH:34]=1. The yield is 0.730. (7) The reactants are [CH2:1]([O:3][CH:4]([O:8][CH2:9][CH3:10])[C@@H:5]([NH2:7])[CH3:6])[CH3:2].[N:11]1[C:20]2[C:15](=[CH:16][CH:17]=[CH:18][C:19]=2[CH:21]=O)[CH:14]=[CH:13][CH:12]=1. No catalyst specified. The product is [CH2:1]([O:3][CH:4]([O:8][CH2:9][CH3:10])[C@@H:5]([NH:7][CH2:21][C:19]1[CH:18]=[CH:17][CH:16]=[C:15]2[C:20]=1[N:11]=[CH:12][CH:13]=[CH:14]2)[CH3:6])[CH3:2]. The yield is 0.907.